Dataset: Retrosynthesis with 50K atom-mapped reactions and 10 reaction types from USPTO. Task: Predict the reactants needed to synthesize the given product. (1) Given the product CCCc1ccc(C#Cc2coc3ccc(CN(Cc4ccc(C(F)(F)F)cc4)C(=O)C(=O)OCC)cc23)cc1, predict the reactants needed to synthesize it. The reactants are: C#Cc1ccc(CCC)cc1.CCOC(=O)C(=O)N(Cc1ccc(C(F)(F)F)cc1)Cc1ccc2occ(Br)c2c1. (2) Given the product CCCCC(Cc1ccc(OCCNC(=O)c2ccc(-c3ccccc3OC)cc2)cc1)C(=O)O, predict the reactants needed to synthesize it. The reactants are: CCCCC(Cc1ccc(OCCNC(=O)c2ccc(-c3ccccc3OC)cc2)cc1)C(=O)OCC.